Task: Predict the reaction yield, written as a fraction of the theoretical maximum amount of product (1.0 means a 100% yield; for example, 0.34 means a 34% yield).. Dataset: Reaction yield outcomes from USPTO patents with 853,638 reactions (1) The reactants are [Br:1][C:2]1[CH:7]=[CH:6][C:5]([C@@H:8]([NH2:10])[CH3:9])=[CH:4][CH:3]=1.[CH:11]([S:13]([CH:16]=[CH2:17])(=[O:15])=[O:14])=[CH2:12]. The catalyst is CCO. The product is [Br:1][C:2]1[CH:7]=[CH:6][C:5]([C@@H:8]([N:10]2[CH2:17][CH2:16][S:13](=[O:15])(=[O:14])[CH2:11][CH2:12]2)[CH3:9])=[CH:4][CH:3]=1. The yield is 0.800. (2) The reactants are [Cl:1][C:2]1[CH:7]=[CH:6][C:5]([S:8]([C:11]2[CH:16]=[CH:15][CH:14]=[CH:13][CH:12]=2)(=[O:10])=[O:9])=[CH:4][C:3]=1[S:17]([NH:20][CH:21]1[CH2:26][CH2:25][N:24](C(OC(C)(C)C)=O)[CH2:23][CH2:22]1)(=[O:19])=[O:18].C(=O)(O)[O-].[Na+]. The catalyst is Cl.O1CCOCC1. The product is [Cl:1][C:2]1[CH:7]=[CH:6][C:5]([S:8]([C:11]2[CH:12]=[CH:13][CH:14]=[CH:15][CH:16]=2)(=[O:9])=[O:10])=[CH:4][C:3]=1[S:17]([NH:20][CH:21]1[CH2:26][CH2:25][NH:24][CH2:23][CH2:22]1)(=[O:18])=[O:19]. The yield is 0.700. (3) The reactants are [CH3:1][C:2]1[CH:3]=[C:4]([C:9]2[N:10]=[C:11]([NH2:20])[S:12][C:13]=2[C:14]2[CH:19]=[CH:18][N:17]=[CH:16][CH:15]=2)[CH:5]=[C:6]([CH3:8])[CH:7]=1.[N:21]1[CH:26]=[CH:25][N:24]=[CH:23][C:22]=1[C:27](Cl)=[O:28].C(=O)([O-])O.[Na+]. The catalyst is CN(C)C1C=CN=CC=1.CN(C)C(=O)C. The product is [CH3:1][C:2]1[CH:3]=[C:4]([C:9]2[N:10]=[C:11]([NH:20][C:27]([C:22]3[CH:23]=[N:24][CH:25]=[CH:26][N:21]=3)=[O:28])[S:12][C:13]=2[C:14]2[CH:19]=[CH:18][N:17]=[CH:16][CH:15]=2)[CH:5]=[C:6]([CH3:8])[CH:7]=1. The yield is 0.590. (4) The reactants are Cl[C:2]1[N:7]=[C:6]([NH:8][C@@H:9]2[CH2:14][CH2:13][CH2:12][CH2:11][C@H:10]2[C:15]([NH2:17])=[O:16])[C:5]([Cl:18])=[CH:4][N:3]=1.[NH2:19][C:20]1[CH:32]=[CH:31][C:23]2[N:24]([CH3:30])[C:25](=[O:29])[CH2:26][CH2:27][CH2:28][C:22]=2[CH:21]=1.Cl. The catalyst is CC(O)C.O1CCOCC1. The product is [Cl:18][C:5]1[C:6]([NH:8][C@@H:9]2[CH2:14][CH2:13][CH2:12][CH2:11][C@H:10]2[C:15]([NH2:17])=[O:16])=[N:7][C:2]([NH:19][C:20]2[CH:32]=[CH:31][C:23]3[N:24]([CH3:30])[C:25](=[O:29])[CH2:26][CH2:27][CH2:28][C:22]=3[CH:21]=2)=[N:3][CH:4]=1. The yield is 0.820.